Dataset: Reaction yield outcomes from USPTO patents with 853,638 reactions. Task: Predict the reaction yield, written as a fraction of the theoretical maximum amount of product (1.0 means a 100% yield; for example, 0.34 means a 34% yield). (1) The reactants are [NH2:1][C@H:2]([CH2:10][OH:11])[CH2:3][C:4]1[CH:9]=[CH:8][CH:7]=[CH:6][CH:5]=1.[CH:12](=O)[C:13]1[CH:18]=[CH:17][CH:16]=[CH:15][CH:14]=1.[H][H]. The catalyst is C(O)C.[Pt]. The product is [CH2:12]([NH:1][C@H:2]([CH2:10][OH:11])[CH2:3][C:4]1[CH:5]=[CH:6][CH:7]=[CH:8][CH:9]=1)[C:13]1[CH:18]=[CH:17][CH:16]=[CH:15][CH:14]=1. The yield is 0.480. (2) The yield is 0.670. The reactants are I[C:2]1[CH:7]=[CH:6][CH:5]=[CH:4][C:3]=1[N+:8]([O-])=O.[C:11]1([NH:17][C:18](=O)[C:19]2[CH:24]=[CH:23][CH:22]=[CH:21][CH:20]=2)[CH:16]=[CH:15][CH:14]=[CH:13][CH:12]=1.CNCCN.P([O-])([O-])([O-])=O.[K+].[K+].[K+]. The product is [C:3]1([N:8]2[C:12]3[CH:13]=[CH:14][CH:15]=[CH:16][C:11]=3[N:17]=[C:18]2[C:19]2[CH:24]=[CH:23][CH:22]=[CH:21][CH:20]=2)[CH:4]=[CH:5][CH:6]=[CH:7][CH:2]=1. The catalyst is C1(C)C=CC=CC=1.[Cu]I.[Fe].C(O)(=O)C. (3) The reactants are [CH3:1][N:2]([CH3:7])[CH2:3][CH2:4][CH2:5][OH:6].[H-].[Na+].Cl[C:11]1[C:16]2[NH:17][C:18]3[C:23]([C:15]=2[C:14]([C:25]2[CH:30]=[CH:29][CH:28]=[C:27]([S:31]([CH2:34][CH3:35])(=[O:33])=[O:32])[CH:26]=2)=[CH:13][N:12]=1)=[CH:22][C:21]([CH3:24])=[CH:20][N:19]=3. The catalyst is O1CCOCC1. The product is [CH2:34]([S:31]([C:27]1[CH:26]=[C:25]([C:14]2[C:15]3[C:23]4[CH:22]=[C:21]([CH3:24])[CH:20]=[N:19][C:18]=4[NH:17][C:16]=3[C:11]([O:6][CH2:5][CH2:4][CH2:3][N:2]([CH3:7])[CH3:1])=[N:12][CH:13]=2)[CH:30]=[CH:29][CH:28]=1)(=[O:32])=[O:33])[CH3:35]. The yield is 0.690. (4) The reactants are [CH3:1][C:2]1[CH:3]=[C:4]([C:19]2[S:23][C:22]([C:24]3([OH:30])[CH2:29][CH2:28][NH:27][CH2:26][CH2:25]3)=[N:21][CH:20]=2)[CH:5]=[C:6]([NH:8][C:9]2[N:14]=[C:13]([C:15]([F:18])([F:17])[F:16])[CH:12]=[CH:11][N:10]=2)[CH:7]=1.[O-:31][C:32]#[N:33].[K+].Cl. The catalyst is C1COCC1.O.C([O-])(O)=O.[Na+]. The product is [OH:30][C:24]1([C:22]2[S:23][C:19]([C:4]3[CH:5]=[C:6]([NH:8][C:9]4[N:14]=[C:13]([C:15]([F:17])([F:18])[F:16])[CH:12]=[CH:11][N:10]=4)[CH:7]=[C:2]([CH3:1])[CH:3]=3)=[CH:20][N:21]=2)[CH2:25][CH2:26][N:27]([C:32]([NH2:33])=[O:31])[CH2:28][CH2:29]1. The yield is 0.730. (5) The reactants are [O-]P([O-])([O-])=O.[K+].[K+].[K+].[NH2:9][C:10]1[CH:15]=[CH:14][CH:13]=[CH:12][CH:11]=1.I[C:17]1[CH:22]=[CH:21][CH:20]=[CH:19][CH:18]=1.C(O)CO. The catalyst is [Cu]I.CCCCCC.C(OCC)(=O)C.CC(O)C. The product is [C:10]1([NH:9][C:17]2[CH:22]=[CH:21][CH:20]=[CH:19][CH:18]=2)[CH:15]=[CH:14][CH:13]=[CH:12][CH:11]=1. The yield is 0.410. (6) The reactants are [CH2:1]([C:3]1[NH:4][C:5]([C:8]2[C:9](F)=[CH:10][C:11]([CH3:30])=[C:12]([C:14]([N:16]3[CH2:21][CH2:20][CH:19]([C:22]4[CH:29]=[CH:28][C:25]([C:26]#[N:27])=[CH:24][CH:23]=4)[CH2:18][CH2:17]3)=[O:15])[CH:13]=2)=[N:6][N:7]=1)[CH3:2].Cl.[NH:33]1[CH2:36][CH2:35][CH2:34]1.C(=O)([O-])[O-].[K+].[K+]. The product is [N:33]1([C:9]2[C:8]([C:5]3[NH:4][C:3]([CH2:1][CH3:2])=[N:7][N:6]=3)=[CH:13][C:12]([C:14]([N:16]3[CH2:17][CH2:18][CH:19]([C:22]4[CH:23]=[CH:24][C:25]([C:26]#[N:27])=[CH:28][CH:29]=4)[CH2:20][CH2:21]3)=[O:15])=[C:11]([CH3:30])[CH:10]=2)[CH2:36][CH2:35][CH2:34]1. The catalyst is O1CCOCC1. The yield is 0.200.